Task: Predict the product of the given reaction.. Dataset: Forward reaction prediction with 1.9M reactions from USPTO patents (1976-2016) (1) Given the reactants [BH4-].[Li+].C([O:5][C:6]([C:8]1([C:23](O)=[O:24])[CH2:12][CH2:11][N:10]([C:13](=[O:22])[C:14]2[CH:19]=[CH:18][C:17]([O:20][CH3:21])=[CH:16][CH:15]=2)[CH2:9]1)=[O:7])C, predict the reaction product. The product is: [OH:24][CH2:23][C:8]1([C:6]([OH:7])=[O:5])[CH2:12][CH2:11][N:10]([C:13](=[O:22])[C:14]2[CH:19]=[CH:18][C:17]([O:20][CH3:21])=[CH:16][CH:15]=2)[CH2:9]1. (2) Given the reactants [NH2:1][C:2]1[CH:7]=[CH:6][C:5]([N:8]2[C:12](=[O:13])[C:11]3=[CH:14][CH:15]=[CH:16][CH:17]=[C:10]3[C:9]2=[O:18])=[CH:4][CH:3]=1.[BH4-].[Li+].O, predict the reaction product. The product is: [NH2:1][C:2]1[CH:3]=[CH:4][C:5]([NH:8][C:9](=[O:18])[C:10]2[CH:17]=[CH:16][CH:15]=[CH:14][C:11]=2[CH2:12][OH:13])=[CH:6][CH:7]=1.